This data is from NCI-60 drug combinations with 297,098 pairs across 59 cell lines. The task is: Regression. Given two drug SMILES strings and cell line genomic features, predict the synergy score measuring deviation from expected non-interaction effect. (1) Drug 1: CC(C1=C(C=CC(=C1Cl)F)Cl)OC2=C(N=CC(=C2)C3=CN(N=C3)C4CCNCC4)N. Drug 2: C1=CC(=CC=C1CC(C(=O)O)N)N(CCCl)CCCl.Cl. Cell line: HS 578T. Synergy scores: CSS=11.0, Synergy_ZIP=2.77, Synergy_Bliss=9.39, Synergy_Loewe=2.60, Synergy_HSA=3.62. (2) Drug 1: C1=NC2=C(N=C(N=C2N1C3C(C(C(O3)CO)O)F)Cl)N. Drug 2: B(C(CC(C)C)NC(=O)C(CC1=CC=CC=C1)NC(=O)C2=NC=CN=C2)(O)O. Cell line: ACHN. Synergy scores: CSS=72.5, Synergy_ZIP=1.90, Synergy_Bliss=1.15, Synergy_Loewe=0.596, Synergy_HSA=2.69. (3) Synergy scores: CSS=1.66, Synergy_ZIP=0.289, Synergy_Bliss=2.22, Synergy_Loewe=1.76, Synergy_HSA=1.83. Drug 2: C1=NNC2=C1C(=O)NC=N2. Cell line: MALME-3M. Drug 1: CC1=C(C=C(C=C1)NC(=O)C2=CC=C(C=C2)CN3CCN(CC3)C)NC4=NC=CC(=N4)C5=CN=CC=C5. (4) Drug 1: CC1C(C(=O)NC(C(=O)N2CCCC2C(=O)N(CC(=O)N(C(C(=O)O1)C(C)C)C)C)C(C)C)NC(=O)C3=C4C(=C(C=C3)C)OC5=C(C(=O)C(=C(C5=N4)C(=O)NC6C(OC(=O)C(N(C(=O)CN(C(=O)C7CCCN7C(=O)C(NC6=O)C(C)C)C)C)C(C)C)C)N)C. Drug 2: C1=NC2=C(N1)C(=S)N=CN2. Cell line: HOP-92. Synergy scores: CSS=38.2, Synergy_ZIP=-10.7, Synergy_Bliss=-9.37, Synergy_Loewe=-3.40, Synergy_HSA=-1.74.